Regression. Given a peptide amino acid sequence and an MHC pseudo amino acid sequence, predict their binding affinity value. This is MHC class II binding data. From a dataset of Peptide-MHC class II binding affinity with 134,281 pairs from IEDB. (1) The peptide sequence is VAANRIQLLALIATN. The MHC is HLA-DPA10103-DPB10401 with pseudo-sequence HLA-DPA10103-DPB10401. The binding affinity (normalized) is 0.140. (2) The peptide sequence is MLLRKYGIAAENVID. The MHC is HLA-DQA10501-DQB10201 with pseudo-sequence HLA-DQA10501-DQB10201. The binding affinity (normalized) is 0.722. (3) The peptide sequence is KKVIQLSRKTFDTEY. The MHC is DRB1_0101 with pseudo-sequence DRB1_0101. The binding affinity (normalized) is 0.441. (4) The peptide sequence is TPTSLLISWGHYPLH. The MHC is DRB1_1501 with pseudo-sequence DRB1_1501. The binding affinity (normalized) is 0.997.